This data is from Reaction yield outcomes from USPTO patents with 853,638 reactions. The task is: Predict the reaction yield, written as a fraction of the theoretical maximum amount of product (1.0 means a 100% yield; for example, 0.34 means a 34% yield). The reactants are [CH3:1][N:2]([CH3:25])[CH2:3][CH2:4][NH:5][C:6]1[N:11]=[C:10]2[N:12]([Si](C(C)C)(C(C)C)C(C)C)[CH:13]=[CH:14][C:9]2=[CH:8][CH:7]=1.[CH3:26][N:27](C=O)C.ClS(N=C=O)(=O)=O.[Na+].[Cl-]. The catalyst is C(#N)C. The product is [CH3:25][N:2]([CH3:1])[CH2:3][CH2:4][NH:5][C:6]1[N:11]=[C:10]2[NH:12][CH:13]=[C:14]([C:26]#[N:27])[C:9]2=[CH:8][CH:7]=1. The yield is 0.820.